This data is from Peptide-MHC class II binding affinity with 134,281 pairs from IEDB. The task is: Regression. Given a peptide amino acid sequence and an MHC pseudo amino acid sequence, predict their binding affinity value. This is MHC class II binding data. (1) The peptide sequence is SDRGWGNGCGLFGKG. The MHC is DRB1_0404 with pseudo-sequence DRB1_0404. The binding affinity (normalized) is 0. (2) The peptide sequence is KKEITPHCALMDCII. The MHC is DRB1_0101 with pseudo-sequence DRB1_0101. The binding affinity (normalized) is 0.130.